From a dataset of Reaction yield outcomes from USPTO patents with 853,638 reactions. Predict the reaction yield, written as a fraction of the theoretical maximum amount of product (1.0 means a 100% yield; for example, 0.34 means a 34% yield). (1) The reactants are [Br:1][C:2]1[CH:3]=[C:4]([CH2:29][C:30]([OH:32])=[O:31])[CH:5]=[C:6]([Br:28])[C:7]=1[O:8][C:9]1[CH:14]=[C:13]([CH:15]([CH3:17])[CH3:16])[C:12]([OH:18])=[CH:11][C:10]=1[C:19](=[O:27])[C:20]1[CH:25]=[CH:24][CH:23]=[C:22]([CH3:26])[CH:21]=1.[CH3:33]O. The catalyst is O=S(Cl)Cl. The product is [CH3:33][O:31][C:30](=[O:32])[CH2:29][C:4]1[CH:3]=[C:2]([Br:1])[C:7]([O:8][C:9]2[CH:14]=[C:13]([CH:15]([CH3:17])[CH3:16])[C:12]([OH:18])=[CH:11][C:10]=2[C:19](=[O:27])[C:20]2[CH:25]=[CH:24][CH:23]=[C:22]([CH3:26])[CH:21]=2)=[C:6]([Br:28])[CH:5]=1. The yield is 0.600. (2) The reactants are [NH:1]1[C:9]2[C:4](=[CH:5][CH:6]=[CH:7][N:8]=2)[CH:3]=[CH:2]1.[Al+3].[Cl-].[Cl-].[Cl-].[CH:14]([C:16]1[CH:17]=[C:18]([CH:22]=[CH:23][CH:24]=1)[C:19](Cl)=[O:20])=[O:15].CO. The catalyst is C(Cl)Cl. The product is [NH:1]1[C:9]2=[N:8][CH:7]=[CH:6][CH:5]=[C:4]2[C:3]([C:14]([C:16]2[CH:17]=[C:18]([CH:22]=[CH:23][CH:24]=2)[CH:19]=[O:20])=[O:15])=[CH:2]1. The yield is 0.110. (3) The reactants are [CH3:1][N:2](C)[CH2:3]CN(C)C.[Li][CH2:10][CH2:11][CH2:12][CH3:13].Br[C:15]1[C:20]([CH3:21])=[CH:19][CH:18]=[CH:17][N:16]=1.[C:22]([O:31]C)(=O)[CH2:23][CH2:24][CH2:25][C:26]([O:28]C)=O. The catalyst is C1COCC1.O. The product is [CH3:13][C:12]1[C:1]([C:26](=[O:28])[CH2:25][CH2:24][CH2:23][C:22]([C:15]2[C:20]([CH3:21])=[CH:19][CH:18]=[CH:17][N:16]=2)=[O:31])=[N:2][CH:3]=[CH:10][CH:11]=1. The yield is 0.480. (4) The reactants are CN(C(ON1N=NC2C=CC=CC1=2)=[N+](C)C)C.F[P-](F)(F)(F)(F)F.[C:25]([C:28]1[N:29]=[C:30]([CH:33]([NH:35][C:36](=[O:42])[O:37][C:38]([CH3:41])([CH3:40])[CH3:39])[CH3:34])[S:31][CH:32]=1)([OH:27])=O.C(N(C(C)C)CC)(C)C.[NH:52]1[C:61]2[C:56](=[CH:57][CH:58]=[CH:59][CH:60]=2)[CH2:55][CH2:54][CH2:53]1. The catalyst is CN(C=O)C. The product is [N:52]1([C:25]([C:28]2[N:29]=[C:30]([CH:33]([NH:35][C:36](=[O:42])[O:37][C:38]([CH3:41])([CH3:40])[CH3:39])[CH3:34])[S:31][CH:32]=2)=[O:27])[C:61]2[C:56](=[CH:57][CH:58]=[CH:59][CH:60]=2)[CH2:55][CH2:54][CH2:53]1. The yield is 0.630. (5) The reactants are [CH2:1]([O:3][C:4](=[O:26])[CH:5]([O:23][CH2:24][CH3:25])[CH2:6][C:7]1[CH:12]=[CH:11][C:10]([O:13][CH2:14][CH2:15][C:16]2[CH:21]=[CH:20][C:19]([OH:22])=[CH:18][CH:17]=2)=[CH:9][CH:8]=1)[CH3:2].[CH2:27]([N:34]=[C:35]=[O:36])[C:28]1[CH:33]=[CH:32][CH:31]=[CH:30][CH:29]=1.C(N(CC)CC)C. The catalyst is ClCCl. The product is [CH2:1]([O:3][C:4](=[O:26])[CH:5]([O:23][CH2:24][CH3:25])[CH2:6][C:7]1[CH:12]=[CH:11][C:10]([O:13][CH2:14][CH2:15][C:16]2[CH:17]=[CH:18][C:19]([O:22][C:35](=[O:36])[NH:34][CH2:27][C:28]3[CH:33]=[CH:32][CH:31]=[CH:30][CH:29]=3)=[CH:20][CH:21]=2)=[CH:9][CH:8]=1)[CH3:2]. The yield is 0.810. (6) The reactants are Br[C:2]1[N:7]=[C:6]2[S:8][C:9]([NH:11][C:12](=[O:24])[C:13]3[CH:18]=[CH:17][C:16]([C:19]([CH3:23])([CH3:22])[CH2:20][OH:21])=[CH:15][CH:14]=3)=[N:10][C:5]2=[CH:4][CH:3]=1.[CH3:25][O:26][C:27]1[N:32]=[CH:31][C:30](B(O)O)=[CH:29][N:28]=1. No catalyst specified. The product is [OH:21][CH2:20][C:19]([C:16]1[CH:17]=[CH:18][C:13]([C:12]([NH:11][C:9]2[S:8][C:6]3[C:5]([N:10]=2)=[CH:4][CH:3]=[C:2]([C:30]2[CH:29]=[N:28][C:27]([O:26][CH3:25])=[N:32][CH:31]=2)[N:7]=3)=[O:24])=[CH:14][CH:15]=1)([CH3:23])[CH3:22]. The yield is 0.330. (7) The product is [NH2:1][C:2]1[C:6]2=[N:7][CH:8]=[CH:9][CH:10]=[C:5]2[C:4]([C:21]2[CH:22]=[C:23]([C:31]3[CH:32]=[C:33]([O:36][CH3:37])[CH:34]=[CH:35][C:30]=3[F:29])[C:24]([OH:27])=[CH:25][CH:26]=2)([C:11]2[CH:16]=[CH:15][N:14]=[C:13]([C:17]([F:20])([F:19])[F:18])[CH:12]=2)[N:3]=1. No catalyst specified. The reactants are [NH2:1][C:2]1[C:6]2=[N:7][CH:8]=[CH:9][CH:10]=[C:5]2[C:4]([C:21]2[CH:26]=[CH:25][C:24]([OH:27])=[C:23](Br)[CH:22]=2)([C:11]2[CH:16]=[CH:15][N:14]=[C:13]([C:17]([F:20])([F:19])[F:18])[CH:12]=2)[N:3]=1.[F:29][C:30]1[CH:35]=[CH:34][C:33]([O:36][CH3:37])=[CH:32][C:31]=1B(O)O. The yield is 0.280.